The task is: Predict the reactants needed to synthesize the given product.. This data is from Retrosynthesis with 50K atom-mapped reactions and 10 reaction types from USPTO. (1) Given the product Cc1nc(OCCCn2cncn2)c([N+](=O)[O-])c(N2CCc3ccccc3CC2)n1, predict the reactants needed to synthesize it. The reactants are: Cc1nc(OCCCOS(C)(=O)=O)c([N+](=O)[O-])c(N2CCc3ccccc3CC2)n1.c1nc[nH]n1. (2) Given the product COc1ccccc1C1CCN(C(=O)C(F)(F)F)CC1, predict the reactants needed to synthesize it. The reactants are: COc1ccccc1C1CCNCC1.O=C(OC(=O)C(F)(F)F)C(F)(F)F. (3) Given the product COc1ccnc(-c2ccc(C)c(N)c2)c1, predict the reactants needed to synthesize it. The reactants are: COc1ccnc(-c2ccc(C)c([N+](=O)[O-])c2)c1. (4) The reactants are: Nc1cccc(N2CCNC(C(=O)O)C2)c1. Given the product Nc1cccc(N2CCNC(CO)C2)c1, predict the reactants needed to synthesize it. (5) Given the product CS(=O)(=O)c1ccc([C@@H](CC2CCC(=NO)CC2)C(=O)Nc2cnc(Br)cn2)cc1Cl, predict the reactants needed to synthesize it. The reactants are: CS(=O)(=O)c1ccc([C@@H](CC2CCC(=O)CC2)C(=O)Nc2cnc(Br)cn2)cc1Cl.NO. (6) The reactants are: O=[N+]([O-])c1ccc(-c2ccccc2F)nc1. Given the product Nc1ccc(-c2ccccc2F)nc1, predict the reactants needed to synthesize it.